From a dataset of Catalyst prediction with 721,799 reactions and 888 catalyst types from USPTO. Predict which catalyst facilitates the given reaction. Reactant: C([O:3][C:4](=[O:38])[C:5]([O:8][C:9]1[CH:14]=[CH:13][C:12]([O:15][CH2:16][CH2:17][C:18]2[N:19]=[C:20]([C:24]3[CH:29]=[CH:28][C:27]([C:30]4[CH:35]=[CH:34][C:33]([O:36][CH3:37])=[CH:32][CH:31]=4)=[CH:26][CH:25]=3)[O:21][C:22]=2[CH3:23])=[CH:11][CH:10]=1)([CH3:7])[CH3:6])C.[OH-].[Li+].C(O)C.Cl. Product: [CH3:37][O:36][C:33]1[CH:32]=[CH:31][C:30]([C:27]2[CH:26]=[CH:25][C:24]([C:20]3[O:21][C:22]([CH3:23])=[C:18]([CH2:17][CH2:16][O:15][C:12]4[CH:11]=[CH:10][C:9]([O:8][C:5]([CH3:6])([CH3:7])[C:4]([OH:38])=[O:3])=[CH:14][CH:13]=4)[N:19]=3)=[CH:29][CH:28]=2)=[CH:35][CH:34]=1. The catalyst class is: 6.